Dataset: Forward reaction prediction with 1.9M reactions from USPTO patents (1976-2016). Task: Predict the product of the given reaction. (1) Given the reactants C[O:2][C:3]1[CH:8]=[CH:7][C:6]([CH2:9][CH2:10][CH2:11][CH2:12][NH2:13])=[CH:5][CH:4]=1.[BrH:14], predict the reaction product. The product is: [BrH:14].[OH:2][C:3]1[CH:4]=[CH:5][C:6]([CH2:9][CH2:10][CH2:11][CH2:12][NH2:13])=[CH:7][CH:8]=1. (2) The product is: [Br:1][C:2]1[CH:7]=[CH:6][C:5]([C:8]2[O:15][N:12]=[C:10]([CH3:11])[CH:9]=2)=[CH:4][CH:3]=1. Given the reactants [Br:1][C:2]1[CH:7]=[CH:6][C:5]([C:8](=[O:15])[CH:9]=[C:10]([N:12](C)C)[CH3:11])=[CH:4][CH:3]=1.[OH-].[NH4+], predict the reaction product. (3) Given the reactants [N:1]1[CH:6]=[CH:5][CH:4]=[CH:3][C:2]=1[CH2:7][N:8]1[C:16]2[C:11](=[CH:12][C:13]([NH:17][C:18]3[C:27]4[C:22](=[CH:23][CH:24]=[CH:25][C:26]=4[O:28][CH2:29][C:30](OC)=[O:31])[N:21]=[CH:20][N:19]=3)=[CH:14][CH:15]=2)[CH:10]=[N:9]1.[CH3:34][NH:35][CH2:36][CH2:37][OH:38], predict the reaction product. The product is: [OH:38][CH2:37][CH2:36][N:35]([CH3:34])[C:30](=[O:31])[CH2:29][O:28][C:26]1[CH:25]=[CH:24][CH:23]=[C:22]2[C:27]=1[C:18]([NH:17][C:13]1[CH:12]=[C:11]3[C:16](=[CH:15][CH:14]=1)[N:8]([CH2:7][C:2]1[CH:3]=[CH:4][CH:5]=[CH:6][N:1]=1)[N:9]=[CH:10]3)=[N:19][CH:20]=[N:21]2. (4) The product is: [CH3:1][CH:2]1[CH2:7][C:6]2([CH2:12][CH2:11][CH2:10][CH2:9][CH2:8]2)[O:5][CH2:4][CH2:3]1. Given the reactants [CH3:1][C:2]1[CH2:7][C:6]2([CH2:12][CH2:11][CH2:10][CH2:9][CH2:8]2)[O:5][CH2:4][CH:3]=1.[H][H], predict the reaction product. (5) Given the reactants [CH3:1][O:2][C:3]1[CH:8]=[C:7]([CH3:9])[CH:6]=[C:5]([C:10]2[C:11]([OH:18])=[C:12]([CH3:17])[CH:13]=[C:14]([CH3:16])[CH:15]=2)[C:4]=1[OH:19].C(N(CC)CC)C.[C:27]1([C:33]2[CH:42]=[CH:41][CH:40]=[C:39]([C:43]3[CH:48]=[CH:47][CH:46]=[CH:45][CH:44]=3)[C:34]=2[O:35][P:36](Cl)Cl)[CH:32]=[CH:31][CH:30]=[CH:29][CH:28]=1, predict the reaction product. The product is: [C:43]1([C:39]2[CH:40]=[CH:41][CH:42]=[C:33]([C:27]3[CH:28]=[CH:29][CH:30]=[CH:31][CH:32]=3)[C:34]=2[O:35][P:36]2[O:19][C:4]3[C:3]([O:2][CH3:1])=[CH:8][C:7]([CH3:9])=[CH:6][C:5]=3[C:10]3[CH:15]=[C:14]([CH3:16])[CH:13]=[C:12]([CH3:17])[C:11]=3[O:18]2)[CH:44]=[CH:45][CH:46]=[CH:47][CH:48]=1.